This data is from Forward reaction prediction with 1.9M reactions from USPTO patents (1976-2016). The task is: Predict the product of the given reaction. (1) The product is: [C:5]1([CH3:10])[CH:6]=[C:7]([CH3:9])[CH:8]=[C:3]([CH3:51])[C:4]=1[S:11]([N:14]([CH2:15][CH2:16][CH2:17][CH2:18][CH2:19][N:20]([S:39]([C:42]1[C:43]([CH3:50])=[CH:44][C:45]([CH3:49])=[CH:46][C:47]=1[CH3:48])(=[O:40])=[O:41])[CH2:21][CH2:22][CH2:23][CH2:24][CH2:25][N:26]([S:27]([C:30]1[C:31]([CH3:38])=[CH:32][C:33]([CH3:37])=[CH:34][C:35]=1[CH3:36])(=[O:28])=[O:29])[CH2:53][CH3:54])[CH2:55][CH3:56])(=[O:13])=[O:12]. Given the reactants [H-].[Na+].[C:3]1([CH3:51])[CH:8]=[C:7]([CH3:9])[CH:6]=[C:5]([CH3:10])[C:4]=1[S:11]([NH:14][CH2:15][CH2:16][CH2:17][CH2:18][CH2:19][N:20]([S:39]([C:42]1[C:47]([CH3:48])=[CH:46][C:45]([CH3:49])=[CH:44][C:43]=1[CH3:50])(=[O:41])=[O:40])[CH2:21][CH2:22][CH2:23][CH2:24][CH2:25][NH:26][S:27]([C:30]1[C:35]([CH3:36])=[CH:34][C:33]([CH3:37])=[CH:32][C:31]=1[CH3:38])(=[O:29])=[O:28])(=[O:13])=[O:12].I[CH2:53][CH3:54].[CH3:55][CH2:56]CCCC.CCOC(C)=O, predict the reaction product. (2) Given the reactants C[O:2][C:3](=[O:43])[CH2:4][C:5]1[CH:10]=[C:9]([O:11][CH2:12][CH2:13][CH2:14][N:15]([CH2:30][C:31]2[CH:36]=[CH:35][CH:34]=[C:33]([C:37]([F:40])([F:39])[F:38])[C:32]=2[Cl:41])[CH2:16][CH:17]([C:24]2[CH:29]=[CH:28][CH:27]=[CH:26][CH:25]=2)[C:18]2[CH:23]=[CH:22][CH:21]=[CH:20][CH:19]=2)[CH:8]=[CH:7][C:6]=1[Br:42].[Li+].[OH-].[OH-].[K+], predict the reaction product. The product is: [Br:42][C:6]1[CH:7]=[CH:8][C:9]([O:11][CH2:12][CH2:13][CH2:14][N:15]([CH2:30][C:31]2[CH:36]=[CH:35][CH:34]=[C:33]([C:37]([F:40])([F:39])[F:38])[C:32]=2[Cl:41])[CH2:16][CH:17]([C:24]2[CH:29]=[CH:28][CH:27]=[CH:26][CH:25]=2)[C:18]2[CH:19]=[CH:20][CH:21]=[CH:22][CH:23]=2)=[CH:10][C:5]=1[CH2:4][C:3]([OH:43])=[O:2]. (3) Given the reactants [Cl:1][C:2]1[CH:39]=[N:38][C:5]2[N:6](S(C3C=CC=CC=3)(=O)=O)[C:7]3[C:12]([C:4]=2[CH:3]=1)=[CH:11][C:10]([C:13]1[CH:18]=[CH:17][C:16]([O:19][CH2:20][CH2:21][N:22]2[CH2:27][CH2:26][N:25]([CH3:28])[CH2:24][CH2:23]2)=[CH:15][CH:14]=1)=[CH:9][CH:8]=3, predict the reaction product. The product is: [Cl:1][C:2]1[CH:39]=[N:38][C:5]2[NH:6][C:7]3[C:12]([C:4]=2[CH:3]=1)=[CH:11][C:10]([C:13]1[CH:14]=[CH:15][C:16]([O:19][CH2:20][CH2:21][N:22]2[CH2:23][CH2:24][N:25]([CH3:28])[CH2:26][CH2:27]2)=[CH:17][CH:18]=1)=[CH:9][CH:8]=3. (4) Given the reactants [CH3:1][O:2][C:3]1[CH:4]=[C:5]2[C:10](=[CH:11][C:12]=1[O:13][CH3:14])[N:9]=[CH:8][N:7]=[C:6]2[O:15][C:16]1[CH:22]=[CH:21][C:19]([NH2:20])=[CH:18][CH:17]=1.C(N(CC)CC)C.ClC(Cl)(O[C:34](=[O:40])OC(Cl)(Cl)Cl)Cl.[N:42]1([CH2:48][CH2:49][NH2:50])[CH2:47][CH2:46][CH2:45][CH2:44][CH2:43]1, predict the reaction product. The product is: [CH3:1][O:2][C:3]1[CH:4]=[C:5]2[C:10](=[CH:11][C:12]=1[O:13][CH3:14])[N:9]=[CH:8][N:7]=[C:6]2[O:15][C:16]1[CH:22]=[CH:21][C:19]([NH:20][C:34]([NH:50][CH2:49][CH2:48][N:42]2[CH2:47][CH2:46][CH2:45][CH2:44][CH2:43]2)=[O:40])=[CH:18][CH:17]=1. (5) Given the reactants O=[CH:2][C@@H:3]([C@H:5]([C@@H]([C@@H](CO)O)O)O)O.[Na+].[Cl-].Cl.N[C@H:17]([C:20]([OH:22])=[O:21])[CH2:18]S.C(=O)([O-])[O-:24].[Ca+2], predict the reaction product. The product is: [OH:24][CH:17]([CH2:18][CH:3]([CH3:5])[CH3:2])[C:20]([OH:22])=[O:21]. (6) Given the reactants Br[C:2]1[CH:11]=[C:10]2[C:5]([CH:6]=[CH:7][N:8]=[CH:9]2)=[CH:4][CH:3]=1.[CH3:12][N:13]1C(=O)CCC1, predict the reaction product. The product is: [C:12]([C:2]1[CH:11]=[C:10]2[C:5]([CH:6]=[CH:7][N:8]=[CH:9]2)=[CH:4][CH:3]=1)#[N:13].